Dataset: Full USPTO retrosynthesis dataset with 1.9M reactions from patents (1976-2016). Task: Predict the reactants needed to synthesize the given product. (1) Given the product [CH2:1]([C:8]1[N:13]=[CH:12][C:11]2[C:14]([CH3:18])([CH3:17])[CH2:15][N:16]([C:21](=[O:22])[CH2:20][N:38]3[CH2:37][CH2:36][NH:35][CH:34]([CH2:33][F:32])[CH2:39]3)[C:10]=2[CH:9]=1)[C:2]1[CH:3]=[CH:4][CH:5]=[CH:6][CH:7]=1, predict the reactants needed to synthesize it. The reactants are: [CH2:1]([C:8]1[N:13]=[CH:12][C:11]2[C:14]([CH3:18])([CH3:17])[CH2:15][NH:16][C:10]=2[CH:9]=1)[C:2]1[CH:7]=[CH:6][CH:5]=[CH:4][CH:3]=1.Cl[CH2:20][C:21](Cl)=[O:22].C(O)(=O)C.C(O)(=O)C.[F:32][CH2:33][CH:34]1[CH2:39][NH:38][CH2:37][CH2:36][NH:35]1. (2) Given the product [C:19]([O:18][C:17]([NH:16][CH2:15][CH2:14][N:8]1[CH2:9][CH2:10][N:11]([CH2:2]/[CH:3]=[CH:4]/[C:5]([OH:7])=[O:6])[CH2:12][CH2:13]1)=[O:23])([CH3:22])([CH3:20])[CH3:21], predict the reactants needed to synthesize it. The reactants are: Br[CH2:2]/[CH:3]=[CH:4]/[C:5]([OH:7])=[O:6].[N:8]1([CH2:14][CH2:15][NH:16][C:17](=[O:23])[O:18][C:19]([CH3:22])([CH3:21])[CH3:20])[CH2:13][CH2:12][NH:11][CH2:10][CH2:9]1.CCN(CC)CC. (3) The reactants are: [H-].[Na+].[C:3]([O:13][CH2:14][C:15]1[CH:20]=[CH:19][CH:18]=[CH:17][CH:16]=1)(=[O:12])[CH2:4][C:5]([O:7][C:8]([CH3:11])([CH3:10])[CH3:9])=[O:6].Br[CH2:22][CH2:23][CH2:24][CH2:25][CH2:26][CH2:27][CH2:28][CH2:29][CH2:30][CH2:31][CH3:32].CCOCC. Given the product [CH2:32]([CH:4]([C:5]([O:7][C:8]([CH3:11])([CH3:10])[CH3:9])=[O:6])[C:3]([O:13][CH2:14][C:15]1[CH:16]=[CH:17][CH:18]=[CH:19][CH:20]=1)=[O:12])[CH2:31][CH2:30][CH2:29][CH2:28][CH2:27][CH2:26][CH2:25][CH2:24][CH2:23][CH3:22], predict the reactants needed to synthesize it.